Predict the product of the given reaction. From a dataset of Forward reaction prediction with 1.9M reactions from USPTO patents (1976-2016). (1) Given the reactants CC([O-])(C)C.[K+].CC(O)(C)C.[CH3:12][CH:13]([C:19](=[O:21])[CH3:20])[C:14]([O:16][CH2:17][CH3:18])=[O:15].[CH:22]1(I)[CH2:27][CH2:26][CH2:25][CH2:24][CH2:23]1, predict the reaction product. The product is: [CH:22]1([C:13]([CH3:12])([C:19](=[O:21])[CH3:20])[C:14]([O:16][CH2:17][CH3:18])=[O:15])[CH2:27][CH2:26][CH2:25][CH2:24][CH2:23]1. (2) Given the reactants [CH2:1]([O:3][C:4]1[CH:5]=[C:6]([C@H:12]([N:18]2[C:26](=[O:27])[C:25]3[C:20](=[CH:21][CH:22]=[CH:23][C:24]=3[NH:28][C:29](=[O:31])[CH3:30])[C:19]2=[O:32])[CH2:13][S:14]([CH3:17])(=[O:16])=[O:15])[CH:7]=[CH:8][C:9]=1[O:10]C)[CH3:2].I[Si](C)(C)C, predict the reaction product. The product is: [CH2:1]([O:3][C:4]1[CH:5]=[C:6]([C@H:12]([N:18]2[C:26](=[O:27])[C:25]3[C:20](=[CH:21][CH:22]=[CH:23][C:24]=3[NH:28][C:29](=[O:31])[CH3:30])[C:19]2=[O:32])[CH2:13][S:14]([CH3:17])(=[O:16])=[O:15])[CH:7]=[CH:8][C:9]=1[OH:10])[CH3:2]. (3) Given the reactants Br[C:2]1[CH:7]=[C:6]([CH3:8])[C:5]([NH:9][C:10]([NH:12][C:13]2[CH:14]=[C:15]([C:39]3[CH:44]=[CH:43][C:42]([O:45][CH3:46])=[CH:41][CH:40]=3)[CH:16]=[CH:17][C:18]=2[C:19]([NH:21][C@H:22]([C:29]([O:31][CH2:32][C:33]2[CH:38]=[CH:37][CH:36]=[CH:35][CH:34]=2)=[O:30])[CH2:23][C:24]([O:26][CH2:27][CH3:28])=[O:25])=[O:20])=[O:11])=[C:4]([CH3:47])[CH:3]=1.[CH2:48]([Sn](CCCC)(CCCC)CC=C)[CH2:49][CH2:50]C, predict the reaction product. The product is: [CH3:8][C:6]1[CH:7]=[C:2]([CH2:50][CH:49]=[CH2:48])[CH:3]=[C:4]([CH3:47])[C:5]=1[NH:9][C:10]([NH:12][C:13]1[CH:14]=[C:15]([C:39]2[CH:44]=[CH:43][C:42]([O:45][CH3:46])=[CH:41][CH:40]=2)[CH:16]=[CH:17][C:18]=1[C:19]([NH:21][C@H:22]([C:29]([O:31][CH2:32][C:33]1[CH:34]=[CH:35][CH:36]=[CH:37][CH:38]=1)=[O:30])[CH2:23][C:24]([O:26][CH2:27][CH3:28])=[O:25])=[O:20])=[O:11]. (4) The product is: [NH2:1][C:2]1[C:7]([C:8]#[N:9])=[C:6]([NH:10][CH:11]([C:13]2[CH:18]=[C:17]([Cl:19])[C:16]([F:20])=[C:15]([C:32]3[CH:33]=[N:34][CH:35]=[C:36]([C:37]#[N:38])[CH:39]=3)[C:14]=2[O:22][CH3:23])[CH3:12])[N:5]=[CH:4][N:3]=1. Given the reactants [NH2:1][C:2]1[C:7]([C:8]#[N:9])=[C:6]([NH:10][CH:11]([C:13]2[CH:18]=[C:17]([Cl:19])[C:16]([F:20])=[C:15](Br)[C:14]=2[O:22][CH3:23])[CH3:12])[N:5]=[CH:4][N:3]=1.CC1(C)C(C)(C)OB([C:32]2[CH:33]=[N:34][CH:35]=[C:36]([CH:39]=2)[C:37]#[N:38])O1.C(=O)([O-])[O-].[Na+].[Na+].O1CCOCC1, predict the reaction product. (5) Given the reactants [NH2:1][C:2]1[CH:3]=[CH:4][C:5]([O:16][C:17]2[CH:22]=[CH:21][CH:20]=[CH:19][CH:18]=2)=[C:6]([C:8]2[CH:9]=[CH:10][C:11](=[O:15])[N:12]([CH3:14])[CH:13]=2)[CH:7]=1.[F:23][C:24]([F:31])([F:30])[CH2:25][S:26](Cl)(=[O:28])=[O:27].C(N(CC)CC)C, predict the reaction product. The product is: [F:23][C:24]([F:31])([F:30])[CH2:25][S:26]([NH:1][C:2]1[CH:3]=[CH:4][C:5]([O:16][C:17]2[CH:18]=[CH:19][CH:20]=[CH:21][CH:22]=2)=[C:6]([C:8]2[CH:9]=[CH:10][C:11](=[O:15])[N:12]([CH3:14])[CH:13]=2)[CH:7]=1)(=[O:28])=[O:27]. (6) Given the reactants [F:1][C:2]([F:11])([F:10])[C:3]1[N:8]=[CH:7][N:6]=[C:5]([NH2:9])[CH:4]=1.Br[C:13]1[CH:18]=[C:17]([CH3:19])[CH:16]=[C:15]([C:20]2[S:24][CH:23]=[N:22][CH:21]=2)[N:14]=1.CC1(C)C2C(=C(P(C3C=CC=CC=3)C3C=CC=CC=3)C=CC=2)OC2C(P(C3C=CC=CC=3)C3C=CC=CC=3)=CC=CC1=2.C(=O)([O-])[O-].[Cs+].[Cs+], predict the reaction product. The product is: [CH3:19][C:17]1[CH:16]=[C:15]([C:20]2[S:24][CH:23]=[N:22][CH:21]=2)[N:14]=[C:13]([NH:9][C:5]2[CH:4]=[C:3]([C:2]([F:1])([F:10])[F:11])[N:8]=[CH:7][N:6]=2)[CH:18]=1. (7) Given the reactants [OH-:1].[Na+].[F:3][C:4]1[CH:9]=[CH:8][C:7]([C:10]2[C:11]3[CH2:23][C:22]4[C:17](=[C:18]([O:24][CH3:25])[CH:19]=[CH:20][CH:21]=4)[C:12]=3[N:13]=[C:14]([NH2:16])[N:15]=2)=[CH:6][CH:5]=1, predict the reaction product. The product is: [NH2:16][C:14]1[N:15]=[C:10]([C:7]2[CH:6]=[CH:5][C:4]([F:3])=[CH:9][CH:8]=2)[C:11]2[C:23](=[O:1])[C:22]3[C:17](=[C:18]([O:24][CH3:25])[CH:19]=[CH:20][CH:21]=3)[C:12]=2[N:13]=1.